Dataset: Full USPTO retrosynthesis dataset with 1.9M reactions from patents (1976-2016). Task: Predict the reactants needed to synthesize the given product. (1) Given the product [OH:12][C:13]1[CH:18]=[CH:17][CH:16]=[C:15]([OH:19])[C:14]=1[C:20](=[N:2][OH:3])[CH2:21][CH3:22], predict the reactants needed to synthesize it. The reactants are: Cl.[NH2:2][OH:3].O.O.O.C([O-])(=O)C.[Na+].[OH:12][C:13]1[CH:18]=[CH:17][CH:16]=[C:15]([OH:19])[C:14]=1[C:20](=O)[CH2:21][CH3:22]. (2) The reactants are: [NH2:1][CH:2]([CH2:6][CH3:7])[C:3]([OH:5])=[O:4].Cl[Si](C)(C)C.C(N(C(C)C)CC)(C)C.[Cl:22][C:23]1[CH:31]=[CH:30][CH:29]=[CH:28][C:24]=1[C:25](Cl)=[O:26]. Given the product [Cl:22][C:23]1[CH:31]=[CH:30][CH:29]=[CH:28][C:24]=1[C:25]([NH:1][CH:2]([CH2:6][CH3:7])[C:3]([OH:5])=[O:4])=[O:26], predict the reactants needed to synthesize it.